From a dataset of Forward reaction prediction with 1.9M reactions from USPTO patents (1976-2016). Predict the product of the given reaction. (1) Given the reactants N1C=CC=CC=1.[CH2:7]([C@@:11]1([CH2:33][CH3:34])[NH:17][C@H:16]([C:18]2[CH:23]=[CH:22][CH:21]=[CH:20][CH:19]=2)[C:15]2[CH:24]=[C:25]([O:29][CH3:30])[C:26]([OH:28])=[CH:27][C:14]=2[S:13](=[O:32])(=[O:31])[CH2:12]1)[CH2:8][CH2:9][CH3:10].[S:35](O[S:35]([C:38]([F:41])([F:40])[F:39])(=[O:37])=[O:36])([C:38]([F:41])([F:40])[F:39])(=[O:37])=[O:36].O, predict the reaction product. The product is: [F:39][C:38]([F:41])([F:40])[S:35]([O:28][C:26]1[C:25]([O:29][CH3:30])=[CH:24][C:15]2[C@@H:16]([C:18]3[CH:19]=[CH:20][CH:21]=[CH:22][CH:23]=3)[NH:17][C@@:11]([CH2:7][CH2:8][CH2:9][CH3:10])([CH2:33][CH3:34])[CH2:12][S:13](=[O:31])(=[O:32])[C:14]=2[CH:27]=1)(=[O:37])=[O:36]. (2) Given the reactants [C:1]([NH2:6])(=[O:5])[CH:2]([CH3:4])[CH3:3].[CH3:7][N:8]([CH:10](OC)OC)[CH3:9], predict the reaction product. The product is: [CH3:7][N:8]([CH3:10])/[CH:9]=[CH:3]/[CH:2]([CH3:4])[C:1]([NH2:6])=[O:5].